This data is from Full USPTO retrosynthesis dataset with 1.9M reactions from patents (1976-2016). The task is: Predict the reactants needed to synthesize the given product. Given the product [CH3:1][N:2]1[CH2:7][CH2:6][N:5]([C:8]2[N:13]3[C:14]([C:30]#[N:33])=[C:15]([CH2:17][N:18]([CH3:29])[C@@H:19]4[C:28]5[N:27]=[CH:26][CH:25]=[CH:24][C:23]=5[CH2:22][CH2:21][CH2:20]4)[N:16]=[C:12]3[CH:11]=[CH:10][CH:9]=2)[CH2:4][CH2:3]1, predict the reactants needed to synthesize it. The reactants are: [CH3:1][N:2]1[CH2:7][CH2:6][N:5]([C:8]2[N:13]3[C:14]([CH:30]=O)=[C:15]([CH2:17][N:18]([CH3:29])[C@@H:19]4[C:28]5[N:27]=[CH:26][CH:25]=[CH:24][C:23]=5[CH2:22][CH2:21][CH2:20]4)[N:16]=[C:12]3[CH:11]=[CH:10][CH:9]=2)[CH2:4][CH2:3]1.Cl.[NH2:33]O.C([O-])=O.[Na+].